The task is: Predict the product of the given reaction.. This data is from Forward reaction prediction with 1.9M reactions from USPTO patents (1976-2016). (1) Given the reactants [CH2:1]([Mg]Br)[CH3:2].[O:5]1[CH2:9][CH2:8][CH:7]([C:10]2[CH:11]=[C:12]([CH:15]=[CH:16][CH:17]=2)[C:13]#[N:14])[CH2:6]1.B(F)(F)F.CCOCC.[OH-].[Na+], predict the reaction product. The product is: [OH-:5].[NH4+:14].[O:5]1[CH2:9][CH2:8][CH:7]([C:10]2[CH:11]=[C:12]([C:13]3([NH2:14])[CH2:2][CH2:1]3)[CH:15]=[CH:16][CH:17]=2)[CH2:6]1. (2) Given the reactants C(NC1C=CC(C2C=C3C(CN([C@@H](C(C)C)C(O)=O)C3=O)=CC=2)=CC=1)(=O)C1C=CC=CC=1.[Cl:33][C:34]1[CH:35]=[C:36]([CH:66]=[CH:67][CH:68]=1)[C:37]([NH:39][C:40]1[CH:45]=[CH:44][C:43]([C:46]2[CH:54]=[C:53]3[C:49]([CH2:50][N:51]([CH:56]4[CH2:61][CH2:60][CH2:59][CH:58]([C:62]([O:64]C)=[O:63])[CH2:57]4)[C:52]3=[O:55])=[CH:48][CH:47]=2)=[CH:42][CH:41]=1)=[O:38], predict the reaction product. The product is: [Cl:33][C:34]1[CH:35]=[C:36]([CH:66]=[CH:67][CH:68]=1)[C:37]([NH:39][C:40]1[CH:45]=[CH:44][C:43]([C:46]2[CH:54]=[C:53]3[C:49]([CH2:50][N:51]([CH:56]4[CH2:61][CH2:60][CH2:59][CH:58]([C:62]([OH:64])=[O:63])[CH2:57]4)[C:52]3=[O:55])=[CH:48][CH:47]=2)=[CH:42][CH:41]=1)=[O:38]. (3) Given the reactants [CH2:1]([C:3]1[C:4]([C:21]([OH:23])=[O:22])=[CH:5][N:6]2[C:11]=1[C:10]([NH:12][C:13]1[CH:14]=[N:15][C:16]([O:19][CH3:20])=[CH:17][CH:18]=1)=[N:9][CH:8]=[N:7]2)[CH3:2].[CH3:24][Si](C=[N+]=[N-])(C)C.C(O)(=O)C, predict the reaction product. The product is: [CH3:24][O:22][C:21]([C:4]1[C:3]([CH2:1][CH3:2])=[C:11]2[N:6]([CH:5]=1)[N:7]=[CH:8][N:9]=[C:10]2[NH:12][C:13]1[CH:14]=[N:15][C:16]([O:19][CH3:20])=[CH:17][CH:18]=1)=[O:23]. (4) Given the reactants C(OC([N:8]1[CH2:28][CH2:27][C:12]2=[C:13]([N:20]3[CH2:23][CH2:22][C@H:21]3[CH2:24][O:25][CH3:26])[N:14]3[C:18]([N:19]=[C:11]2[CH2:10][CH2:9]1)=[CH:17][CH:16]=[N:15]3)=O)(C)(C)C.[ClH:29], predict the reaction product. The product is: [CH3:26][O:25][CH2:24][C@@H:21]1[CH2:22][CH2:23][N:20]1[C:13]1[N:14]2[C:18]([N:19]=[C:11]3[CH2:10][CH2:9][NH:8][CH2:28][CH2:27][C:12]=13)=[CH:17][CH:16]=[N:15]2.[ClH:29]. (5) Given the reactants [F:1][CH:2]([F:14])[O:3][C:4]1[CH:9]=[C:8](F)[CH:7]=[CH:6][C:5]=1[N+:11]([O-:13])=[O:12].[CH:15]1([N:18]2[CH2:23][CH2:22][NH:21][CH2:20][CH2:19]2)[CH2:17][CH2:16]1, predict the reaction product. The product is: [CH:15]1([N:18]2[CH2:23][CH2:22][N:21]([C:8]3[CH:7]=[CH:6][C:5]([N+:11]([O-:13])=[O:12])=[C:4]([O:3][CH:2]([F:14])[F:1])[CH:9]=3)[CH2:20][CH2:19]2)[CH2:17][CH2:16]1. (6) Given the reactants [F:1][C:2]1[CH:13]=[CH:12][C:5]([CH2:6][CH:7]([C:10]#[N:11])[C:8]#[N:9])=[CH:4][CH:3]=1.O.[NH2:15][NH2:16], predict the reaction product. The product is: [F:1][C:2]1[CH:3]=[CH:4][C:5]([CH2:6][C:7]2[C:10]([NH2:11])=[N:15][NH:16][C:8]=2[NH2:9])=[CH:12][CH:13]=1. (7) Given the reactants [NH2:1][C:2]1[C:11]([F:12])=[C:10]([F:13])[C:9]([O:14][CH3:15])=[C:8]2[C:3]=1[C:4](=[O:22])[C:5]([C:19]([NH2:21])=O)=[CH:6][N:7]2[CH:16]1[CH2:18][CH2:17]1.C(N(CC)CC)C.[F:30][C:31]([F:42])([F:41])[C:32](O[C:32](=[O:33])[C:31]([F:42])([F:41])[F:30])=[O:33], predict the reaction product. The product is: [CH:16]1([N:7]2[C:8]3[C:3](=[C:2]([NH:1][C:32](=[O:33])[C:31]([F:42])([F:41])[F:30])[C:11]([F:12])=[C:10]([F:13])[C:9]=3[O:14][CH3:15])[C:4](=[O:22])[C:5]([C:19]#[N:21])=[CH:6]2)[CH2:17][CH2:18]1.